Dataset: Forward reaction prediction with 1.9M reactions from USPTO patents (1976-2016). Task: Predict the product of the given reaction. (1) Given the reactants OC1C=CC=C2C=1C(=O)CC(C1C=CC(OC)=C(O)C=1)O2.[CH3:22][C:23]([C:25]1[C:26]([OH:33])=[CH:27][C:28]([OH:32])=[CH:29][C:30]=1[OH:31])=[O:24].[CH:34]([C:36]1[CH:37]=[C:38]([CH:43]=[CH:44][CH:45]=1)[C:39]([O:41][CH3:42])=[O:40])=O, predict the reaction product. The product is: [OH:33][C:26]1[CH:27]=[C:28]([OH:32])[CH:29]=[C:30]2[C:25]=1[C:23](=[O:24])[CH2:22][CH:34]([C:36]1[CH:37]=[C:38]([CH:43]=[CH:44][CH:45]=1)[C:39]([O:41][CH3:42])=[O:40])[O:31]2. (2) The product is: [O:14]1[CH:10]=[CH:11][CH:12]=[C:13]1[C:27]1[CH:28]=[CH:8][C:5]2[C:4](=[CH:3][CH:2]=[CH:7][CH:6]=2)[N:24]=1. Given the reactants N[C:2]1[CH:7]=[CH:6][C:5]([CH3:8])=[CH:4][CH:3]=1.C(=O)[C:10]1[O:14][CH:13]=[CH:12][CH:11]=1.C(O)(=O)C(C)=O.C([N:24]([CH2:27][CH3:28])CC)C, predict the reaction product. (3) Given the reactants [CH:1]([O:4][C:5]([N:7]1[CH:12]=[C:11]([C:13]([O:15][CH2:16][CH3:17])=[O:14])[C:10](=[O:18])[C:9]2[S:19][CH:20]=[CH:21][C:8]1=2)=[O:6])([CH3:3])[CH3:2].[CH2:22]([Mg]Br)[CH3:23].[Cl-].[NH4+], predict the reaction product. The product is: [CH:1]([O:4][C:5]([N:7]1[CH:12]([CH2:22][CH3:23])[CH:11]([C:13]([O:15][CH2:16][CH3:17])=[O:14])[C:10](=[O:18])[C:9]2[S:19][CH:20]=[CH:21][C:8]1=2)=[O:6])([CH3:2])[CH3:3]. (4) Given the reactants Br[C:2]1[S:6][C:5]([C:7](Cl)=[O:8])=[CH:4][CH:3]=1.[CH2:10]([NH2:17])[C:11]1[CH:16]=[CH:15][CH:14]=[CH:13][CH:12]=1.[N:18]1[CH:23]=[CH:22][C:21](B(O)O)=[CH:20][CH:19]=1, predict the reaction product. The product is: [CH2:10]([NH:17][C:7]([C:5]1[S:6][C:2]([C:21]2[CH:22]=[CH:23][N:18]=[CH:19][CH:20]=2)=[CH:3][CH:4]=1)=[O:8])[C:11]1[CH:16]=[CH:15][CH:14]=[CH:13][CH:12]=1. (5) Given the reactants [CH3:1][C:2]1[CH:3]=[C:4]([C:8]2[N:9]([C:17]3[CH:22]=[CH:21][C:20]([S:23]([NH2:26])(=[O:25])=[O:24])=[CH:19][CH:18]=3)[CH:10]=[C:11]([C:13]([F:16])([F:15])[F:14])[N:12]=2)[CH:5]=[N:6][CH:7]=1.[C:27](O[C:27](=[O:31])[CH2:28][CH2:29][CH3:30])(=[O:31])[CH2:28][CH2:29][CH3:30].C(N(CC)CC)C, predict the reaction product. The product is: [CH3:1][C:2]1[CH:3]=[C:4]([C:8]2[N:9]([C:17]3[CH:18]=[CH:19][C:20]([S:23]([NH:26][C:27](=[O:31])[CH2:28][CH2:29][CH3:30])(=[O:25])=[O:24])=[CH:21][CH:22]=3)[CH:10]=[C:11]([C:13]([F:14])([F:16])[F:15])[N:12]=2)[CH:5]=[N:6][CH:7]=1. (6) Given the reactants C(Cl)(=O)C(Cl)=O.CS(C)=O.[CH2:11]([C:13]([CH3:19])([CH2:17][CH3:18])[CH2:14][CH2:15][OH:16])[CH3:12].C(N(CC)CC)C, predict the reaction product. The product is: [CH2:11]([C:13]([CH3:19])([CH2:17][CH3:18])[CH2:14][CH:15]=[O:16])[CH3:12]. (7) The product is: [ClH:11].[CH3:2][NH:6][C@H:5]([C:7]([OH:9])=[O:8])[CH2:4][SH:3]. Given the reactants C[C:2]1[S:3][CH2:4][C@@:5](C)([C:7]([OH:9])=[O:8])[N:6]=1.[ClH:11], predict the reaction product.